The task is: Predict the reaction yield, written as a fraction of the theoretical maximum amount of product (1.0 means a 100% yield; for example, 0.34 means a 34% yield).. This data is from Reaction yield outcomes from USPTO patents with 853,638 reactions. (1) The reactants are [CH2:1]([O:8][C:9]1[N:10]=[N:11][C:12]([CH2:23]C2C=CC=C(Cl)C=2)=[CH:13][C:14]=1[O:15][CH2:16][C:17]1[CH:22]=[CH:21][CH:20]=[CH:19][CH:18]=1)[C:2]1[CH:7]=[CH:6][CH:5]=[CH:4][CH:3]=1.C(OC1N=NC(Cl)=CC=1OCC1C=CC=CC=1)C1C=CC=CC=1.[Cl-].[Cl:55][C:56]1[CH:63]=[CH:62][C:59](C[Zn+])=[CH:58][CH:57]=1. No catalyst specified. The product is [CH2:1]([O:8][C:9]1[N:10]=[N:11][C:12]([CH2:23][C:59]2[CH:62]=[CH:63][C:56]([Cl:55])=[CH:57][CH:58]=2)=[CH:13][C:14]=1[O:15][CH2:16][C:17]1[CH:22]=[CH:21][CH:20]=[CH:19][CH:18]=1)[C:2]1[CH:7]=[CH:6][CH:5]=[CH:4][CH:3]=1. The yield is 0.950. (2) The reactants are Br[C:2]1[CH:3]=[CH:4][N:5]=[C:6]2[C:11]=1[N:10]=[C:9]([O:12][CH3:13])[CH:8]=[CH:7]2.COC1[N:17]=[C:18]2[C:23](=[CH:24][CH:25]=1)[N:22]=[CH:21][CH:20]=[C:19]2O.P(Br)(Br)Br.C[N:32](C=O)C. No catalyst specified. The product is [CH3:13][O:12][C:9]1[N:10]=[C:11]2[C:6](=[CH:7][CH:8]=1)[N:5]=[CH:4][CH:3]=[C:2]2[N:22]1[CH:21]=[C:20]2[C:25]([CH2:24][CH2:23][CH:18]([NH2:17])[CH2:19]2)=[N:32]1. The yield is 0.750. (3) The reactants are [O:1]1[CH2:5][C@H:4](O)[C@H:3]([OH:7])[CH2:2]1.I([O-])(=O)(=O)=O.[Na+].C(=O)([O-])[O-].[K+].[K+].C(OP([CH2:28][C:29]([O:31][CH2:32][CH3:33])=[O:30])(OCC)=O)C. The catalyst is CCCCCC.C(OCC)(=O)C. The product is [OH:7][CH:3]1[C:28]([C:29]([O:31][CH2:32][CH3:33])=[O:30])=[CH:4][CH2:5][O:1][CH2:2]1. The yield is 0.400. (4) The reactants are Br[CH:2]([C:23]1[CH:28]=[CH:27][CH:26]=[CH:25][CH:24]=1)[C:3]([C:5]1[CH:10]=[CH:9][C:8]([C:11]2([NH:15]C(=O)OC(C)(C)C)[CH2:14][CH2:13][CH2:12]2)=[CH:7][CH:6]=1)=O.[NH2:29][C:30]1[N:35]=[N:34][C:33]([C:36]([O:38][CH3:39])=[O:37])=[C:32]([CH3:40])[C:31]=1[CH3:41].C(N(CC)C(C)C)(C)C. The catalyst is C(#N)CCC. The product is [NH2:15][C:11]1([C:8]2[CH:9]=[CH:10][C:5]([C:3]3[N:29]=[C:30]4[C:31]([CH3:41])=[C:32]([CH3:40])[C:33]([C:36]([O:38][CH3:39])=[O:37])=[N:34][N:35]4[C:2]=3[C:23]3[CH:24]=[CH:25][CH:26]=[CH:27][CH:28]=3)=[CH:6][CH:7]=2)[CH2:14][CH2:13][CH2:12]1. The yield is 0.160. (5) The yield is 0.0700. The catalyst is ClCCl. The reactants are [CH2:1]1[CH2:6][C@H:5]([C:7]([OH:9])=[O:8])[CH2:4][CH2:3][C@H:2]1[CH2:10][NH2:11].Cl[Si](C)(C)C.CN1CCOCC1.Cl[CH2:25][CH2:26][O:27][C:28](Cl)=[O:29].[C:31]([OH:35])(=[O:34])[CH2:32][CH3:33]. The product is [C:31]([O:35][CH2:25][CH2:26][O:27][C:28]([NH:11][CH2:10][C@H:2]1[CH2:3][CH2:4][C@H:5]([C:7]([OH:9])=[O:8])[CH2:6][CH2:1]1)=[O:29])(=[O:34])[CH2:32][CH3:33].